This data is from Reaction yield outcomes from USPTO patents with 853,638 reactions. The task is: Predict the reaction yield, written as a fraction of the theoretical maximum amount of product (1.0 means a 100% yield; for example, 0.34 means a 34% yield). (1) The reactants are [NH2:1][C@@H:2]([C@H:7]([OH:9])[CH3:8])[C:3]([O:5][CH3:6])=[O:4].C([O-])([O-])=O.[K+].[K+].[OH:16][C@@H:17]([CH3:31])[C:18]#[C:19][C:20]#[C:21][C:22]1[CH:30]=[CH:29][C:25]([C:26](O)=[O:27])=[CH:24][CH:23]=1.CCN(C(C)C)C(C)C.CN(C(ON1N=NC2C=CC=NC1=2)=[N+](C)C)C.F[P-](F)(F)(F)(F)F. The catalyst is CN(C=O)C.C(OCC)(=O)C. The product is [OH:9][C@H:7]([CH3:8])[C@H:2]([NH:1][C:26](=[O:27])[C:25]1[CH:29]=[CH:30][C:22]([C:21]#[C:20][C:19]#[C:18][C@@H:17]([OH:16])[CH3:31])=[CH:23][CH:24]=1)[C:3]([O:5][CH3:6])=[O:4]. The yield is 0.661. (2) The product is [NH2:1][C:2]1[C:3]2[NH:10][CH:9]=[C:8]([CH2:20][NH:21][C@@H:22]([C@H:25]([OH:29])[CH2:26][S:27][CH3:28])[CH2:23][OH:24])[C:4]=2[N:5]=[CH:6][N:7]=1. The yield is 0.740. The reactants are [NH2:1][C:2]1[C:3]2[N:10](COCC3C=CC=CC=3)[CH:9]=[C:8]([CH2:20][NH:21][C@@H:22]([C@H:25]([OH:29])[CH2:26][S:27][CH3:28])[CH2:23][OH:24])[C:4]=2[N:5]=[CH:6][N:7]=1.O.NN. The catalyst is N.CO.[Pd]. (3) The reactants are C(OC([N:8]1[CH2:13][CH2:12][N:11]([C:14]2[C:18]3[S:19][CH:20]=[CH:21][C:17]=3[O:16][N:15]=2)[CH2:10][CH2:9]1)=O)(C)(C)C.Cl. No catalyst specified. The product is [N:11]1([C:14]2[C:18]3[S:19][CH:20]=[CH:21][C:17]=3[O:16][N:15]=2)[CH2:10][CH2:9][NH:8][CH2:13][CH2:12]1. The yield is 0.840. (4) The reactants are Br[C:2]1[CH:3]=[CH:4][C:5]2[O:14][CH2:13][CH2:12][C:11]3[N:7]([N:8]=[C:9]([C:15]4[N:16]([CH2:20][C:21]([F:24])([F:23])[F:22])[N:17]=[CH:18][N:19]=4)[CH:10]=3)[C:6]=2[CH:25]=1.[C:26]([O:30][C:31]([N:33]1[CH2:38][CH:37]=[C:36](B2OC(C)(C)C(C)(C)O2)[CH2:35][CH2:34]1)=[O:32])([CH3:29])([CH3:28])[CH3:27].C(=O)([O-])[O-].[K+].[K+]. The catalyst is C(OCC)(=O)C.C1C=CC(P(C2C=CC=CC=2)[C-]2C=CC=C2)=CC=1.C1C=CC(P(C2C=CC=CC=2)[C-]2C=CC=C2)=CC=1.Cl[Pd]Cl.[Fe+2].ClCCl. The product is [C:26]([O:30][C:31]([N:33]1[CH2:34][CH:35]=[C:36]([C:2]2[CH:3]=[CH:4][C:5]3[O:14][CH2:13][CH2:12][C:11]4[N:7]([N:8]=[C:9]([C:15]5[N:16]([CH2:20][C:21]([F:24])([F:22])[F:23])[N:17]=[CH:18][N:19]=5)[CH:10]=4)[C:6]=3[CH:25]=2)[CH2:37][CH2:38]1)=[O:32])([CH3:29])([CH3:27])[CH3:28]. The yield is 0.900. (5) The reactants are [Cl-].O[NH3+:3].[C:4](=[O:7])([O-])[OH:5].[Na+].CS(C)=O.[OH:13][C:14]([C:17]1[CH:22]=[CH:21][C:20]([N:23]2[C:28](=[O:29])[C:27]([CH2:30][C:31]3[CH:36]=[CH:35][C:34]([C:37]4[C:38]([C:43]#[N:44])=[CH:39][CH:40]=[CH:41][CH:42]=4)=[CH:33][CH:32]=3)=[C:26]([CH2:45][CH2:46][CH3:47])[N:25]3[N:48]=[CH:49][N:50]=[C:24]23)=[CH:19][CH:18]=1)([CH3:16])[CH3:15]. The catalyst is C(OCC)(=O)C. The product is [OH:13][C:14]([C:17]1[CH:22]=[CH:21][C:20]([N:23]2[C:28](=[O:29])[C:27]([CH2:30][C:31]3[CH:36]=[CH:35][C:34]([C:37]4[CH:42]=[CH:41][CH:40]=[CH:39][C:38]=4[C:43]4[NH:3][C:4](=[O:7])[O:5][N:44]=4)=[CH:33][CH:32]=3)=[C:26]([CH2:45][CH2:46][CH3:47])[N:25]3[N:48]=[CH:49][N:50]=[C:24]23)=[CH:19][CH:18]=1)([CH3:16])[CH3:15]. The yield is 0.240. (6) The reactants are [Br-].[CH2:2]([Zn+])[C:3]1[CH:8]=[CH:7][CH:6]=[CH:5][CH:4]=1.C1COCC1.[O:15]1[C:19]2[CH:20]=[CH:21][C:22]([C:24]3([C:27]([NH:29][C:30]4[CH:35]=[CH:34][N:33]=[C:32](Cl)[CH:31]=4)=[O:28])[CH2:26][CH2:25]3)=[CH:23][C:18]=2[O:17][CH2:16]1. The catalyst is C1C=CC(P(C2C=CC=CC=2)[C-]2C=CC=C2)=CC=1.C1C=CC(P(C2C=CC=CC=2)[C-]2C=CC=C2)=CC=1.Cl[Pd]Cl.[Fe+2]. The product is [O:15]1[C:19]2[CH:20]=[CH:21][C:22]([C:24]3([C:27]([NH:29][C:30]4[CH:35]=[CH:34][N:33]=[C:32]([CH2:2][C:3]5[CH:8]=[CH:7][CH:6]=[CH:5][CH:4]=5)[CH:31]=4)=[O:28])[CH2:26][CH2:25]3)=[CH:23][C:18]=2[O:17][CH2:16]1. The yield is 0.480. (7) The reactants are [F:1][C:2]([F:22])([F:21])[O:3][C:4]1[CH:9]=[CH:8][C:7]([C:10]2[C:11]3[O:18][C:17]([CH:19]=O)=[CH:16][C:12]=3[CH:13]=[N:14][CH:15]=2)=[CH:6][CH:5]=1.[S:23]1[CH2:29][C:27](=[O:28])[NH:26][C:24]1=[S:25].C([O-])(=O)C.[Na+]. The catalyst is C(O)(=O)C. The product is [S:25]=[C:24]1[NH:26][C:27](=[O:28])/[C:29](=[CH:19]/[C:17]2[O:18][C:11]3[C:10]([C:7]4[CH:6]=[CH:5][C:4]([O:3][C:2]([F:21])([F:1])[F:22])=[CH:9][CH:8]=4)=[CH:15][N:14]=[CH:13][C:12]=3[CH:16]=2)/[S:23]1. The yield is 0.870.